From a dataset of Reaction yield outcomes from USPTO patents with 853,638 reactions. Predict the reaction yield, written as a fraction of the theoretical maximum amount of product (1.0 means a 100% yield; for example, 0.34 means a 34% yield). (1) The reactants are [F:1][C:2]1[CH:25]=[C:24]([N+:26]([O-:28])=[O:27])[CH:23]=[CH:22][C:3]=1[O:4][C:5]1[CH:10]=[CH:9][N:8]=[C:7]2[CH:11]=[C:12]([C:14]3[CH:21]=[CH:20][C:17]([CH:18]=O)=[CH:16][N:15]=3)[S:13][C:6]=12.[CH3:29][O:30][CH2:31][CH2:32][NH2:33].[BH-](OC(C)=O)(OC(C)=O)OC(C)=O.[Na+]. The catalyst is C(Cl)Cl. The product is [F:1][C:2]1[CH:25]=[C:24]([N+:26]([O-:28])=[O:27])[CH:23]=[CH:22][C:3]=1[O:4][C:5]1[CH:10]=[CH:9][N:8]=[C:7]2[CH:11]=[C:12]([C:14]3[N:15]=[CH:16][C:17]([CH2:18][NH:33][CH2:32][CH2:31][O:30][CH3:29])=[CH:20][CH:21]=3)[S:13][C:6]=12. The yield is 0.650. (2) The reactants are Br[C:2]1[CH:24]=[N:23][C:5]2[N:6]([CH2:15][O:16][CH2:17][CH2:18][Si:19]([CH3:22])([CH3:21])[CH3:20])[C:7]3[CH:12]=[N:11][C:10]([C:13]#[N:14])=[CH:9][C:8]=3[C:4]=2[CH:3]=1.[CH3:25][C:26]([OH:30])([C:28]#[CH:29])[CH3:27]. The catalyst is O1CCOCC1.C(Cl)Cl.O.[Cu]I.C1C=CC([P]([Pd]([P](C2C=CC=CC=2)(C2C=CC=CC=2)C2C=CC=CC=2)([P](C2C=CC=CC=2)(C2C=CC=CC=2)C2C=CC=CC=2)[P](C2C=CC=CC=2)(C2C=CC=CC=2)C2C=CC=CC=2)(C2C=CC=CC=2)C2C=CC=CC=2)=CC=1. The product is [OH:30][C:26]([CH3:27])([CH3:25])[C:28]#[C:29][C:2]1[CH:24]=[N:23][C:5]2[N:6]([CH2:15][O:16][CH2:17][CH2:18][Si:19]([CH3:22])([CH3:21])[CH3:20])[C:7]3[CH:12]=[N:11][C:10]([C:13]#[N:14])=[CH:9][C:8]=3[C:4]=2[CH:3]=1. The yield is 1.24.